Task: Predict the reaction yield, written as a fraction of the theoretical maximum amount of product (1.0 means a 100% yield; for example, 0.34 means a 34% yield).. Dataset: Reaction yield outcomes from USPTO patents with 853,638 reactions (1) The reactants are [CH:1]1([S:6]([C:8]2[CH:9]=[C:10]([CH3:17])[CH:11]=[CH:12][C:13]=2[N+:14]([O-])=O)=[O:7])[CH2:5][CH2:4][CH2:3][CH2:2]1.C1C=C(Cl)C=C([C:25]([O:27]O)=O)C=1.C1(S(C2C=C(C)C=CC=2N)=O)CCCC1.[NH2:44][C:45]1[S:46][CH:47]=[CH:48][N:49]=1. No catalyst specified. The product is [CH:1]1([S:6]([C:8]2[CH:9]=[C:10]([CH3:17])[CH:11]=[CH:12][C:13]=2[NH:14][C:25]([NH:44][C:45]2[S:46][CH:47]=[CH:48][N:49]=2)=[O:27])=[O:7])[CH2:5][CH2:4][CH2:3][CH2:2]1. The yield is 0.650. (2) The reactants are [C:1]1([C:6]2[CH:7]=[CH:8][C:9]([N+:20]([O-:22])=[O:21])=[C:10]([NH:12]C(=O)OC(C)(C)C)[CH:11]=2)[CH2:5][CH2:4][CH2:3][CH:2]=1.C(O)(C(F)(F)F)=O. The catalyst is ClCCl. The product is [C:1]1([C:6]2[CH:7]=[CH:8][C:9]([N+:20]([O-:22])=[O:21])=[C:10]([CH:11]=2)[NH2:12])[CH2:5][CH2:4][CH2:3][CH:2]=1. The yield is 0.870. (3) The reactants are [CH2:1]([Li])[CH2:2][CH2:3][CH3:4].[CH3:6][CH2:7][CH2:8][CH2:9][CH2:10][CH3:11].[OH2:12]. No catalyst specified. The product is [CH:8]1([O:12][CH2:1][CH2:2][C:3]#[CH:4])[CH2:7][CH2:6][CH2:11][CH2:10][CH2:9]1. The yield is 0.710. (4) The reactants are [NH2:1][C:2]1[N:3]=[C:4]([NH2:13])[C:5]2[N:11]=[C:10](Cl)[CH:9]=[CH:8][C:6]=2[N:7]=1.C([O-])([O-])=O.[K+].[K+].[Cl:20][C:21]1[CH:22]=[C:23](B(O)O)[CH:24]=[CH:25][C:26]=1[O:27][CH3:28]. The catalyst is O1CCOCC1.O.C1C=CC([P]([Pd]([P](C2C=CC=CC=2)(C2C=CC=CC=2)C2C=CC=CC=2)([P](C2C=CC=CC=2)(C2C=CC=CC=2)C2C=CC=CC=2)[P](C2C=CC=CC=2)(C2C=CC=CC=2)C2C=CC=CC=2)(C2C=CC=CC=2)C2C=CC=CC=2)=CC=1. The product is [NH2:1][C:2]1[N:3]=[C:4]([NH2:13])[C:5]2[N:11]=[C:10]([C:23]3[CH:24]=[CH:25][C:26]([O:27][CH3:28])=[C:21]([Cl:20])[CH:22]=3)[CH:9]=[CH:8][C:6]=2[N:7]=1. The yield is 0.390. (5) The reactants are Cl[C:2]1[CH:3]=[CH:4][C:5]2[N:6]([C:8]([C:11]3[CH:16]=[C:15]([O:17][CH3:18])[CH:14]=[CH:13][C:12]=3[O:19][CH3:20])=[N:9][N:10]=2)[N:7]=1.[CH3:21][O:22][C:23]1[CH:28]=[CH:27][C:26](B(O)O)=[CH:25][C:24]=1[O:32][C@@H:33]1[CH2:37][CH2:36][O:35][CH2:34]1.[F-].[K+]. The catalyst is C1COCC1.CC([O-])=O.CC([O-])=O.[Pd+2]. The product is [CH3:20][O:19][C:12]1[CH:13]=[CH:14][C:15]([O:17][CH3:18])=[CH:16][C:11]=1[C:8]1[N:6]2[N:7]=[C:2]([C:26]3[CH:27]=[CH:28][C:23]([O:22][CH3:21])=[C:24]([O:32][C@@H:33]4[CH2:37][CH2:36][O:35][CH2:34]4)[CH:25]=3)[CH:3]=[CH:4][C:5]2=[N:10][N:9]=1. The yield is 0.850.